From a dataset of Reaction yield outcomes from USPTO patents with 853,638 reactions. Predict the reaction yield, written as a fraction of the theoretical maximum amount of product (1.0 means a 100% yield; for example, 0.34 means a 34% yield). The reactants are [CH:1]1([N:7]2[C:11]([CH:12]3[CH2:17][CH2:16][CH2:15][CH2:14][CH2:13]3)=[CH:10][N:9]=[CH:8]2)[CH2:6][CH2:5][CH2:4][CH2:3][CH2:2]1.[Cl:18][CH2:19][C:20]([C:22]1[CH:27]=[CH:26][CH:25]=[CH:24][CH:23]=1)=[O:21].C(#N)C. The catalyst is COC(C)(C)C. The product is [Cl-:18].[CH:1]1([N+:7]2[C:11]([CH:12]3[CH2:13][CH2:14][CH2:15][CH2:16][CH2:17]3)=[CH:10][N:9]([CH2:19][C:20]([C:22]3[CH:27]=[CH:26][CH:25]=[CH:24][CH:23]=3)=[O:21])[CH:8]=2)[CH2:6][CH2:5][CH2:4][CH2:3][CH2:2]1. The yield is 0.795.